From a dataset of Forward reaction prediction with 1.9M reactions from USPTO patents (1976-2016). Predict the product of the given reaction. (1) Given the reactants C(O)(=O)C.[CH:5]([NH2:7])=O.[NH2:8][C:9]1[CH:17]=[CH:16][C:15]([C:18]([F:21])([F:20])[F:19])=[CH:14][C:10]=1[C:11](O)=[O:12], predict the reaction product. The product is: [F:19][C:18]([F:21])([F:20])[C:15]1[CH:14]=[C:10]2[C:9](=[CH:17][CH:16]=1)[N:8]=[CH:5][NH:7][C:11]2=[O:12]. (2) Given the reactants [C:1]([O-:4])(=[S:3])[CH3:2].[K+].[CH3:6][C:7]1([CH3:16])[O:11][C@H:10]2COC(=O)[C@H:9]2[O:8]1, predict the reaction product. The product is: [CH3:6][C:7]1([CH3:16])[O:8][C@H:9]2[CH2:10][S:3][C:1](=[O:4])[C@H:2]2[O:11]1. (3) Given the reactants [N+:1]([C:4]1[CH:5]=[C:6]2[C:10](=[CH:11][CH:12]=1)[N:9]([CH:13]1[CH2:18][CH2:17][CH2:16][CH2:15][O:14]1)[N:8]=[CH:7]2)([O-])=O, predict the reaction product. The product is: [O:14]1[CH2:15][CH2:16][CH2:17][CH2:18][CH:13]1[N:9]1[C:10]2[C:6](=[CH:5][C:4]([NH2:1])=[CH:12][CH:11]=2)[CH:7]=[N:8]1. (4) The product is: [CH2:20]([N:5]1[C:6]2[C:2](=[CH:1][CH:9]=[CH:8][CH:7]=2)[C:3]2[C:16]3[C:11]([CH2:10][C:4]1=2)=[CH:12][CH:13]=[CH:14][CH:15]=3)[CH3:21]. Given the reactants [CH:1]1[CH:9]=[CH:8][CH:7]=[C:6]2[C:2]=1[C:3]1[C:16]3[C:11](=[CH:12][CH:13]=[CH:14][CH:15]=3)[CH2:10][C:4]=1[NH:5]2.O1[CH2:21][CH2:20]OC1.CC([O-])(C)C.[K+].C(Br)C.[NH4+].[Cl-], predict the reaction product. (5) Given the reactants [Cl:1][C:2]1[N:7]=[C:6]2[NH:8][C:9](=[O:11])[CH2:10][C:5]2=[CH:4][CH:3]=1.[Cl:12][C:13]1[C:14]([F:21])=[C:15]([CH:18]=[CH:19][CH:20]=1)[CH:16]=O.N1CCCCC1, predict the reaction product. The product is: [Cl:1][C:2]1[N:7]=[C:6]2[NH:8][C:9](=[O:11])/[C:10](=[CH:16]\[C:15]3[CH:18]=[CH:19][CH:20]=[C:13]([Cl:12])[C:14]=3[F:21])/[C:5]2=[CH:4][CH:3]=1. (6) Given the reactants [CH3:1][O:2][C:3]1[CH:11]=[C:10]2[C:6]([C:7]([CH2:12][C:13]([NH2:15])=[O:14])=[CH:8][NH:9]2)=[CH:5][CH:4]=1.C[O:17][C:18](=O)[C:19]([C:21]1[C:31]2=[C:32]3[C:27](=[CH:28][C:29]([F:33])=[CH:30]2)[C:26]([CH3:35])([CH3:34])[CH2:25][CH2:24][N:23]3[CH:22]=1)=O, predict the reaction product. The product is: [CH3:34][C:26]1([CH3:35])[C:27]2[C:32]3=[C:31]([C:21]([C:19]4[C:18](=[O:17])[NH:15][C:13](=[O:14])[C:12]=4[C:7]4[C:6]5[C:10](=[CH:11][C:3]([O:2][CH3:1])=[CH:4][CH:5]=5)[NH:9][CH:8]=4)=[CH:22][N:23]3[CH2:24][CH2:25]1)[CH:30]=[C:29]([F:33])[CH:28]=2. (7) Given the reactants [C:1]([O:5][C:6]([N:8]1[CH2:12][C@H:11]([Si:13]([C:26]([CH3:29])([CH3:28])[CH3:27])([C:20]2[CH:25]=[CH:24][CH:23]=[CH:22][CH:21]=2)[C:14]2[CH:19]=[CH:18][CH:17]=[CH:16][CH:15]=2)[CH2:10][C@:9]1([OH:33])[C:30](=[O:32])[CH3:31])=[O:7])([CH3:4])([CH3:3])[CH3:2].[BH4-].[Na+], predict the reaction product. The product is: [C:1]([O:5][C:6]([N:8]1[CH2:12][C@H:11]([Si:13]([C:26]([CH3:29])([CH3:28])[CH3:27])([C:20]2[CH:25]=[CH:24][CH:23]=[CH:22][CH:21]=2)[C:14]2[CH:15]=[CH:16][CH:17]=[CH:18][CH:19]=2)[CH2:10][C@:9]1([OH:33])[CH:30]([OH:32])[CH3:31])=[O:7])([CH3:3])([CH3:2])[CH3:4].